Task: Regression. Given a peptide amino acid sequence and an MHC pseudo amino acid sequence, predict their binding affinity value. This is MHC class II binding data.. Dataset: Peptide-MHC class II binding affinity with 134,281 pairs from IEDB (1) The peptide sequence is KDVTFRNITGTSSTP. The MHC is DRB1_1201 with pseudo-sequence DRB1_1201. The binding affinity (normalized) is 0.170. (2) The peptide sequence is SSNLSWLSLDVSAAF. The MHC is DRB1_0802 with pseudo-sequence DRB1_0802. The binding affinity (normalized) is 0.356. (3) The peptide sequence is QEYHRLIHSLAKTNN. The MHC is DRB1_1101 with pseudo-sequence DRB1_1101. The binding affinity (normalized) is 0.996. (4) The MHC is DRB1_1001 with pseudo-sequence DRB1_1001. The binding affinity (normalized) is 1.00. The peptide sequence is IPVMAYLVGLFAWVL. (5) The peptide sequence is GKIASCLNDNANGYF. The MHC is DRB1_0701 with pseudo-sequence DRB1_0701. The binding affinity (normalized) is 0.480. (6) The peptide sequence is LKNCVDAKMTEEDKE. The MHC is DRB3_0202 with pseudo-sequence DRB3_0202. The binding affinity (normalized) is 0.